The task is: Predict the product of the given reaction.. This data is from Forward reaction prediction with 1.9M reactions from USPTO patents (1976-2016). (1) Given the reactants [Cl:1][C:2]1[CH:3]=[N:4][C:5]([N:11]2[CH2:14][CH:13]([N:15]([C:17]3[CH:22]=[CH:21][C:20]([F:23])=[CH:19][C:18]=3[CH3:24])[CH3:16])[CH2:12]2)=[C:6]([CH:10]=1)[C:7](O)=[O:8].Cl.[NH2:26][C:27]1([C:30]2[CH:39]=[CH:38][C:33]([C:34]([O:36][CH3:37])=[O:35])=[CH:32][CH:31]=2)[CH2:29][CH2:28]1, predict the reaction product. The product is: [Cl:1][C:2]1[CH:3]=[N:4][C:5]([N:11]2[CH2:12][CH:13]([N:15]([C:17]3[CH:22]=[CH:21][C:20]([F:23])=[CH:19][C:18]=3[CH3:24])[CH3:16])[CH2:14]2)=[C:6]([CH:10]=1)[C:7]([NH:26][C:27]1([C:30]2[CH:39]=[CH:38][C:33]([C:34]([O:36][CH3:37])=[O:35])=[CH:32][CH:31]=2)[CH2:29][CH2:28]1)=[O:8]. (2) Given the reactants [CH3:1][C:2]([CH3:26])([CH3:25])[C@H:3]([N:8]1[CH2:12][CH2:11][N:10]([CH2:13][C:14]2[N:18]([CH3:19])[C:17]3[CH:20]=[CH:21][CH:22]=[CH:23][C:16]=3[N:15]=2)[C:9]1=[O:24])[C:4]([O:6]C)=[O:5].[Li+].[OH-], predict the reaction product. The product is: [CH3:1][C:2]([CH3:26])([CH3:25])[C@H:3]([N:8]1[CH2:12][CH2:11][N:10]([CH2:13][C:14]2[N:18]([CH3:19])[C:17]3[CH:20]=[CH:21][CH:22]=[CH:23][C:16]=3[N:15]=2)[C:9]1=[O:24])[C:4]([OH:6])=[O:5]. (3) Given the reactants [Cl:1][C:2]1[CH:7]=[CH:6][C:5]([OH:8])=[CH:4][C:3]=1[F:9].[Cl:10][C:11]1[C:12](F)=[CH:13][C:14]2[O:19][CH:18]([C:20]([F:23])([F:22])[F:21])[C:17]([C:24]([O:26]CC)=[O:25])=[CH:16][C:15]=2[CH:29]=1, predict the reaction product. The product is: [Cl:10][C:11]1[C:12]([O:8][C:5]2[CH:6]=[CH:7][C:2]([Cl:1])=[C:3]([F:9])[CH:4]=2)=[CH:13][C:14]2[O:19][CH:18]([C:20]([F:22])([F:21])[F:23])[C:17]([C:24]([OH:26])=[O:25])=[CH:16][C:15]=2[CH:29]=1. (4) Given the reactants O1CCCC1.[C:6]1([C:12]2[S:13][CH:14]=[C:15](Br)[N:16]=2)[CH:11]=[CH:10][CH:9]=[CH:8][CH:7]=1.[CH2:18]([N:22]1[C:26](=[O:27])[C:25]2=[CH:28][CH:29]=[CH:30][CH:31]=[C:24]2[C:23]1=[O:32])[CH2:19][C:20]#[CH:21], predict the reaction product. The product is: [C:6]1([C:12]2[S:13][CH:14]=[C:15]([C:21]#[C:20][CH2:19][CH2:18][N:22]3[C:26](=[O:27])[C:25]4[C:24](=[CH:31][CH:30]=[CH:29][CH:28]=4)[C:23]3=[O:32])[N:16]=2)[CH:11]=[CH:10][CH:9]=[CH:8][CH:7]=1. (5) Given the reactants I[C:2]1[CH:7]=[CH:6][C:5]([C:8]2([NH:11][S:12]([CH3:15])(=[O:14])=[O:13])[CH2:10][CH2:9]2)=[CH:4][CH:3]=1.[B:16]1([B:16]2[O:20][C:19]([CH3:22])([CH3:21])[C:18]([CH3:24])([CH3:23])[O:17]2)[O:20][C:19]([CH3:22])([CH3:21])[C:18]([CH3:24])([CH3:23])[O:17]1.C(O[K])(C)=O.C(Cl)Cl, predict the reaction product. The product is: [CH3:23][C:18]1([CH3:24])[C:19]([CH3:22])([CH3:21])[O:20][B:16]([C:2]2[CH:7]=[CH:6][C:5]([C:8]3([NH:11][S:12]([CH3:15])(=[O:14])=[O:13])[CH2:10][CH2:9]3)=[CH:4][CH:3]=2)[O:17]1. (6) Given the reactants [Cl:1][C:2]1[CH:11]=[C:10]2[C:5]([CH:6]=[C:7]([C:12]([O:14]CC)=O)[CH:8]=[N:9]2)=[CH:4][CH:3]=1.O.[NH2:18][NH2:19].[S:20](Cl)([C:23]1[CH:29]=[CH:28][C:26]([CH3:27])=[CH:25][CH:24]=1)(=[O:22])=[O:21], predict the reaction product. The product is: [Cl:1][C:2]1[CH:11]=[C:10]2[C:5]([CH:6]=[C:7]([C:12]([NH:18][NH:19][S:20]([C:23]3[CH:29]=[CH:28][C:26]([CH3:27])=[CH:25][CH:24]=3)(=[O:22])=[O:21])=[O:14])[CH:8]=[N:9]2)=[CH:4][CH:3]=1. (7) Given the reactants FC(F)(F)C(O)=O.[Br:8][C:9]1[CH:14]=[CH:13][C:12]([NH:15][C:16]2[CH:17]=[CH:18][C:19]([CH2:22][NH:23][C:24]([C:26]3([NH2:29])[CH2:28][CH2:27]3)=[O:25])=[N:20][CH:21]=2)=[C:11]([C:30]([F:33])([F:32])[F:31])[CH:10]=1.[CH3:34][O:35][C:36]1[N:41]=[CH:40][C:39]([C:42](O)=[O:43])=[CH:38][N:37]=1, predict the reaction product. The product is: [Br:8][C:9]1[CH:14]=[CH:13][C:12]([NH:15][C:16]2[CH:17]=[CH:18][C:19]([CH2:22][NH:23][C:24]([C:26]3([NH:29][C:42]([C:39]4[CH:38]=[N:37][C:36]([O:35][CH3:34])=[N:41][CH:40]=4)=[O:43])[CH2:27][CH2:28]3)=[O:25])=[N:20][CH:21]=2)=[C:11]([C:30]([F:33])([F:31])[F:32])[CH:10]=1. (8) Given the reactants Br[C:2]1[C:3]([O:18][CH:19]2[CH2:22][CH2:21][CH2:20]2)=[C:4]2[C:9](=[CH:10][CH:11]=1)[N:8]([C:12]([CH:14]1[CH2:16][CH2:15]1)=[O:13])[C@@H:7]([CH3:17])[CH2:6][CH2:5]2.[NH:23]1[CH:27]=[CH:26][CH:25]=[N:24]1.CN[C@@H]1CCCC[C@H]1NC.C(=O)([O-])[O-].[K+].[K+], predict the reaction product. The product is: [CH:19]1([O:18][C:3]2[C:2]([N:23]3[CH:27]=[CH:26][CH:25]=[N:24]3)=[CH:11][CH:10]=[C:9]3[C:4]=2[CH2:5][CH2:6][C@H:7]([CH3:17])[N:8]3[C:12]([CH:14]2[CH2:16][CH2:15]2)=[O:13])[CH2:22][CH2:21][CH2:20]1. (9) Given the reactants [CH3:1][C:2]([N:13]1[CH2:18][CH2:17][O:16][CH2:15][CH2:14]1)([CH3:12])[C:3]([C:5]1[CH:10]=[CH:9][C:8](F)=[CH:7][CH:6]=1)=[O:4].[NH:19]1[CH2:24][CH2:23][NH:22][CH2:21][CH2:20]1.C1(C)C=CC=CC=1, predict the reaction product. The product is: [CH3:1][C:2]([N:13]1[CH2:18][CH2:17][O:16][CH2:15][CH2:14]1)([CH3:12])[C:3]([C:5]1[CH:10]=[CH:9][C:8]([N:19]2[CH2:24][CH2:23][NH:22][CH2:21][CH2:20]2)=[CH:7][CH:6]=1)=[O:4].